This data is from Full USPTO retrosynthesis dataset with 1.9M reactions from patents (1976-2016). The task is: Predict the reactants needed to synthesize the given product. (1) Given the product [F:20][C:16]1[CH:15]=[C:14]([CH:6]([NH:5][C:3]([CH2:2][NH:1][C:26]([C:23]2[CH:24]=[CH:25][S:21][CH:22]=2)=[O:27])=[O:4])[C:7]2[CH:12]=[CH:11][CH:10]=[C:9]([F:13])[CH:8]=2)[CH:19]=[CH:18][CH:17]=1, predict the reactants needed to synthesize it. The reactants are: [NH2:1][CH2:2][C:3]([NH:5][CH:6]([C:14]1[CH:19]=[CH:18][CH:17]=[C:16]([F:20])[CH:15]=1)[C:7]1[CH:12]=[CH:11][CH:10]=[C:9]([F:13])[CH:8]=1)=[O:4].[S:21]1[CH:25]=[CH:24][C:23]([C:26](O)=[O:27])=[CH:22]1. (2) Given the product [CH3:12][C:10]1[CH:9]=[CH:8][C:3]2[C:4](=[O:5])[O:6][C:7]3[C:25]([C:2]=2[CH:11]=1)=[CH:26][CH:21]=[CH:22][CH:23]=3, predict the reactants needed to synthesize it. The reactants are: Br[C:2]1[CH:11]=[C:10]([CH3:12])[CH:9]=[CH:8][C:3]=1[C:4]([O:6][CH3:7])=[O:5].CC1(C)C(C)(C)OB([C:21]2[CH:26]=[CH:25]C=[CH:23][C:22]=2O)O1.C([O-])([O-])=O.[K+].[K+].